Dataset: Full USPTO retrosynthesis dataset with 1.9M reactions from patents (1976-2016). Task: Predict the reactants needed to synthesize the given product. (1) Given the product [N:18]1[C:19]2[C:14](=[CH:13][C:12]([NH:11][C:2]3[C:3]([C:4]([OH:6])=[O:5])=[CH:7][CH:8]=[CH:9][N:10]=3)=[CH:21][CH:20]=2)[CH:15]=[CH:16][CH:17]=1, predict the reactants needed to synthesize it. The reactants are: Cl[C:2]1[N:10]=[CH:9][CH:8]=[CH:7][C:3]=1[C:4]([OH:6])=[O:5].[NH2:11][C:12]1[CH:13]=[C:14]2[C:19](=[CH:20][CH:21]=1)[N:18]=[CH:17][CH:16]=[CH:15]2. (2) The reactants are: [NH2:1][C:2]1[CH:23]=[CH:22][C:5]([CH2:6][N:7]2[C:15]3[C:10](=[CH:11][CH:12]=[CH:13][CH:14]=3)[C:9]([CH2:16][C:17]([O:19][CH2:20][CH3:21])=[O:18])=[N:8]2)=[CH:4][CH:3]=1.C(N(CC)CC)C.[CH3:31][C:32]1[CH:40]=[CH:39][C:35]([C:36](Cl)=[O:37])=[CH:34][N:33]=1.C(=O)(O)[O-].[Na+]. Given the product [CH3:31][C:32]1[CH:40]=[CH:39][C:35]([C:36]([NH:1][C:2]2[CH:3]=[CH:4][C:5]([CH2:6][N:7]3[C:15]4[C:10](=[CH:11][CH:12]=[CH:13][CH:14]=4)[C:9]([CH2:16][C:17]([O:19][CH2:20][CH3:21])=[O:18])=[N:8]3)=[CH:22][CH:23]=2)=[O:37])=[CH:34][N:33]=1, predict the reactants needed to synthesize it. (3) Given the product [NH2:12][C:11]1[C:2]([Cl:1])=[C:3]([O:15][CH3:16])[CH:4]=[C:5]([CH:10]=1)[C:6]([O:8][CH3:9])=[O:7], predict the reactants needed to synthesize it. The reactants are: [Cl:1][C:2]1[C:11]([N+:12]([O-])=O)=[CH:10][C:5]([C:6]([O:8][CH3:9])=[O:7])=[CH:4][C:3]=1[O:15][CH3:16].CCO.N#N.